From a dataset of Full USPTO retrosynthesis dataset with 1.9M reactions from patents (1976-2016). Predict the reactants needed to synthesize the given product. Given the product [CH3:1][C:2]1([CH3:20])[CH2:11][C:10]2[N:9]=[CH:8][C:7]3[NH:12][C:13]4[CH:14]=[CH:15][CH:16]=[CH:17][C:18]=4[C:6]=3[C:5]=2[CH2:4][CH2:3]1, predict the reactants needed to synthesize it. The reactants are: [CH3:1][C:2]1([CH3:20])[CH2:11][C:10]2[N:9]=[CH:8][C:7]3[NH:12][C:13]4[CH:14]=[CH:15][CH:16]=[CH:17][C:18]=4[C:6]=3[C:5]=2[C:4](=O)[CH2:3]1.O.NN.[OH-].[K+].